Dataset: Catalyst prediction with 721,799 reactions and 888 catalyst types from USPTO. Task: Predict which catalyst facilitates the given reaction. (1) Reactant: [CH:1]1([CH2:4][NH:5][C:6](=[O:30])[O:7][CH2:8][CH2:9][CH2:10][C:11]2[CH:16]=[CH:15][C:14]([OH:17])=[CH:13][C:12]=2[O:18][C:19]2[C:24]([Cl:25])=[CH:23][C:22]([C:26]([F:29])([F:28])[F:27])=[CH:21][N:20]=2)[CH2:3][CH2:2]1.C(=O)([O-])[O-].[K+].[K+].Cl[CH2:38][C:39]([N:41]([CH2:44][CH3:45])[CH2:42][CH3:43])=[O:40].Cl. Product: [CH:1]1([CH2:4][NH:5][C:6](=[O:30])[O:7][CH2:8][CH2:9][CH2:10][C:11]2[CH:16]=[CH:15][C:14]([O:17][CH2:38][C:39]([N:41]([CH2:44][CH3:45])[CH2:42][CH3:43])=[O:40])=[CH:13][C:12]=2[O:18][C:19]2[C:24]([Cl:25])=[CH:23][C:22]([C:26]([F:29])([F:27])[F:28])=[CH:21][N:20]=2)[CH2:3][CH2:2]1. The catalyst class is: 9. (2) Reactant: [Cl:1][C:2]1[C:3]([O:16][CH3:17])=[CH:4][C:5]2[O:10][CH:9]([C:11]([OH:13])=O)[C:8](=[O:14])[NH:7][C:6]=2[CH:15]=1.[F:18][C:19]1[CH:33]=[CH:32][C:22]([CH2:23][C:24]2([C:30]#[N:31])[CH2:29][CH2:28][NH:27][CH2:26][CH2:25]2)=[CH:21][CH:20]=1.CCN=C=NCCCN(C)C.C1C=CC2N(O)N=NC=2C=1.CCN(C(C)C)C(C)C. Product: [Cl:1][C:2]1[C:3]([O:16][CH3:17])=[CH:4][C:5]2[O:10][CH:9]([C:11]([N:27]3[CH2:28][CH2:29][C:24]([CH2:23][C:22]4[CH:21]=[CH:20][C:19]([F:18])=[CH:33][CH:32]=4)([C:30]#[N:31])[CH2:25][CH2:26]3)=[O:13])[C:8](=[O:14])[NH:7][C:6]=2[CH:15]=1. The catalyst class is: 18. (3) Reactant: [CH3:1][N:2]([CH3:34])[S:3]([C:6]1[CH:33]=[CH:32][C:9]([O:10][C:11]2[CH:12]=[C:13]([CH:23]=[C:24]([O:26][C@@H:27]([CH3:31])[CH2:28][O:29]C)[CH:25]=2)[C:14]([NH:16][C:17]2[CH:21]=[CH:20][N:19]([CH3:22])[N:18]=2)=[O:15])=[CH:8][CH:7]=1)(=[O:5])=[O:4].I[Si](C)(C)C.C(=O)([O-])O.[Na+]. Product: [CH3:34][N:2]([CH3:1])[S:3]([C:6]1[CH:7]=[CH:8][C:9]([O:10][C:11]2[CH:12]=[C:13]([CH:23]=[C:24]([O:26][C@@H:27]([CH3:31])[CH2:28][OH:29])[CH:25]=2)[C:14]([NH:16][C:17]2[CH:21]=[CH:20][N:19]([CH3:22])[N:18]=2)=[O:15])=[CH:32][CH:33]=1)(=[O:4])=[O:5]. The catalyst class is: 10. (4) Reactant: Br[C:2]1[C:3]([NH2:19])=[N:4][CH:5]=[C:6]([C:10]2[CH:15]=[CH:14][C:13]([O:16][CH3:17])=[CH:12][C:11]=2[F:18])[C:7]=1[CH2:8][CH3:9].O.[OH:21][C:22]1[CH:27]=[CH:26][C:25](B(O)O)=[CH:24][CH:23]=1.C([O-])([O-])=O.[Na+].[Na+]. Product: [NH2:19][C:3]1[C:2]([C:25]2[CH:26]=[CH:27][C:22]([OH:21])=[CH:23][CH:24]=2)=[C:7]([CH2:8][CH3:9])[C:6]([C:10]2[CH:15]=[CH:14][C:13]([O:16][CH3:17])=[CH:12][C:11]=2[F:18])=[CH:5][N:4]=1. The catalyst class is: 184. (5) Reactant: [CH2:1]([C:3]1[CH:8]=[C:7]([CH3:9])[CH:6]=[C:5]([CH2:10][CH3:11])[C:4]=1[C:12](=[O:18])[C:13]([N:15]([CH3:17])[NH2:16])=[O:14])[CH3:2].CO.[CH:21](=O)[CH3:22]. Product: [CH2:1]([C:3]1[CH:8]=[C:7]([CH3:9])[CH:6]=[C:5]([CH2:10][CH3:11])[C:4]=1[C:12](=[O:18])[C:13]([N:15]([CH3:17])[N:16]=[CH:21][CH3:22])=[O:14])[CH3:2]. The catalyst class is: 6. (6) The catalyst class is: 2. Product: [F:1][C:2]1[CH:7]=[C:6]([F:8])[CH:5]=[CH:4][C:3]=1[CH2:9][C:10]([N:45]1[CH2:44][CH2:43][N:42]([C:48]([O:50][C:51]([CH3:54])([CH3:53])[CH3:52])=[O:49])[CH2:47][CH2:46]1)=[O:12]. Reactant: [F:1][C:2]1[CH:7]=[C:6]([F:8])[CH:5]=[CH:4][C:3]=1[CH2:9][C:10]([OH:12])=O.N1(O)C2C=CC=CC=2N=N1.Cl.C(N=C=C(N)CCN(C)C)C.C(N(CC)CC)C.[N:42]1([C:48]([O:50][C:51]([CH3:54])([CH3:53])[CH3:52])=[O:49])[CH2:47][CH2:46][NH:45][CH2:44][CH2:43]1.C([O-])(O)=O.[Na+]. (7) Product: [CH3:1][O:2][C:3](=[O:32])[C@H:4]([CH2:28][CH2:29][S:30][CH3:31])[NH:5][C:6](=[O:27])[C:7]1[CH:12]=[CH:11][C:10]([CH2:13][CH2:14][N:15]2[CH:19]=[CH:18][N:17]=[CH:16]2)=[CH:9][C:8]=1[C:20]1[CH:25]=[CH:24][CH:23]=[CH:22][C:21]=1[CH3:26]. The catalyst class is: 19. Reactant: [CH3:1][O:2][C:3](=[O:32])[C@H:4]([CH2:28][CH2:29][S:30][CH3:31])[NH:5][C:6](=[O:27])[C:7]1[CH:12]=[CH:11][C:10]([CH:13]=[CH:14][N:15]2[CH:19]=[CH:18][N:17]=[CH:16]2)=[CH:9][C:8]=1[C:20]1[CH:25]=[CH:24][CH:23]=[CH:22][C:21]=1[CH3:26]. (8) Reactant: C([N:4]([CH:7]([CH3:9])[CH3:8])[CH2:5][CH3:6])(C)C.ClC1C2[N:20]=[C:19]([S:21][CH3:22])[N:18]=[CH:17][C:13]=2[N:14]=[CH:15][N:16]=1.O.[CH2:24]1[CH2:29][CH2:28]C[CH2:26][CH2:25]1.C(OCC)(=O)C.CO. Product: [C:9]1([C@H:7]([NH:4][C:5]2[C:6]3[N:20]=[C:19]([S:21][CH3:22])[N:18]=[CH:17][C:13]=3[N:14]=[CH:15][N:16]=2)[CH3:8])[CH:28]=[CH:29][CH:24]=[CH:25][CH:26]=1. The catalyst class is: 9.